From a dataset of NCI-60 drug combinations with 297,098 pairs across 59 cell lines. Regression. Given two drug SMILES strings and cell line genomic features, predict the synergy score measuring deviation from expected non-interaction effect. (1) Drug 1: CCC1(CC2CC(C3=C(CCN(C2)C1)C4=CC=CC=C4N3)(C5=C(C=C6C(=C5)C78CCN9C7C(C=CC9)(C(C(C8N6C=O)(C(=O)OC)O)OC(=O)C)CC)OC)C(=O)OC)O.OS(=O)(=O)O. Drug 2: CC1C(C(CC(O1)OC2CC(CC3=C2C(=C4C(=C3O)C(=O)C5=C(C4=O)C(=CC=C5)OC)O)(C(=O)CO)O)N)O.Cl. Cell line: COLO 205. Synergy scores: CSS=37.1, Synergy_ZIP=1.78, Synergy_Bliss=1.95, Synergy_Loewe=-4.70, Synergy_HSA=0.165. (2) Drug 1: CC(CN1CC(=O)NC(=O)C1)N2CC(=O)NC(=O)C2. Drug 2: CC1=C(C(CCC1)(C)C)C=CC(=CC=CC(=CC(=O)O)C)C. Cell line: NCI-H322M. Synergy scores: CSS=5.90, Synergy_ZIP=-1.06, Synergy_Bliss=-0.433, Synergy_Loewe=0.866, Synergy_HSA=0.347.